Dataset: Reaction yield outcomes from USPTO patents with 853,638 reactions. Task: Predict the reaction yield, written as a fraction of the theoretical maximum amount of product (1.0 means a 100% yield; for example, 0.34 means a 34% yield). (1) The reactants are [Si:1]([O:18][CH2:19][C@@H:20]([NH:24][C:25](=[O:31])[O:26][C:27]([CH3:30])([CH3:29])[CH3:28])[CH2:21][CH:22]=O)([C:14]([CH3:17])([CH3:16])[CH3:15])([C:8]1[CH:13]=[CH:12][CH:11]=[CH:10][CH:9]=1)[C:2]1[CH:7]=[CH:6][CH:5]=[CH:4][CH:3]=1.[CH2:32]([NH2:39])[C:33]1[CH:38]=[CH:37][CH:36]=[CH:35][CH:34]=1.[Na]. The catalyst is ClCCCl. The product is [CH2:32]([NH:39][CH2:22][CH2:21][C@H:20]([NH:24][C:25](=[O:31])[O:26][C:27]([CH3:28])([CH3:30])[CH3:29])[CH2:19][O:18][Si:1]([C:14]([CH3:16])([CH3:17])[CH3:15])([C:2]1[CH:7]=[CH:6][CH:5]=[CH:4][CH:3]=1)[C:8]1[CH:9]=[CH:10][CH:11]=[CH:12][CH:13]=1)[C:33]1[CH:38]=[CH:37][CH:36]=[CH:35][CH:34]=1. The yield is 0.440. (2) The reactants are [NH2:1][C:2]1[S:3][CH:4]=[CH:5][N:6]=1.N[CH:8]1[CH2:13][CH2:12][N:11]([C:14]([O:16][C:17]([CH3:20])([CH3:19])[CH3:18])=[O:15])[CH2:10][CH2:9]1.C(O[BH-](OC(=O)C)OC(=O)C)(=O)C.[Na+].C(O)(=O)C. The catalyst is C1COCC1. The product is [C:17]([O:16][C:14]([N:11]1[CH2:12][CH2:13][CH:8]([NH:1][C:2]2[S:3][CH:4]=[CH:5][N:6]=2)[CH2:9][CH2:10]1)=[O:15])([CH3:20])([CH3:18])[CH3:19]. The yield is 0.250. (3) The reactants are [CH2:1]([Si:3]([CH2:11][CH3:12])([CH2:9][CH3:10])[C:4]#[C:5][CH2:6][CH2:7][OH:8])[CH3:2].[NH2:13][C:14]1[C:15](I)=[C:16]([CH:19]=[C:20]([O:23][CH2:24][C:25]2[CH:30]=[CH:29][CH:28]=[CH:27][CH:26]=2)[C:21]=1[CH3:22])[C:17]#[N:18].C1(P(C2C=CC=CC=2)C2C=CC=CC=2)C=CC=CC=1.C(N(C(C)C)CC)(C)C. The catalyst is CN(C=O)C.[Cl-].C([N+](CCCC)(CCCC)CCCC)CCC.C([O-])(=O)C.[Pd+2].C([O-])(=O)C. The product is [CH2:24]([O:23][C:20]1[CH:19]=[C:16]([C:17]#[N:18])[C:15]2[C:5]([CH2:6][CH2:7][OH:8])=[C:4]([Si:3]([CH2:1][CH3:2])([CH2:9][CH3:10])[CH2:11][CH3:12])[NH:13][C:14]=2[C:21]=1[CH3:22])[C:25]1[CH:26]=[CH:27][CH:28]=[CH:29][CH:30]=1. The yield is 0.720. (4) The reactants are [OH-].[Li+].[CH3:3][C:4]([O:7][CH2:8][CH2:9][C:10]([NH:12][C:13]1[CH:21]=[C:20]2[C:16]([CH:17]=[C:18]([C:29]([O:31]CC)=[O:30])[N:19]2[C:22]([O:24][C:25]([CH3:28])([CH3:27])[CH3:26])=[O:23])=[CH:15][CH:14]=1)=[O:11])([CH3:6])[CH3:5].CO.O. The catalyst is C1COCC1. The product is [CH3:28][C:25]([O:24][C:22]([N:19]1[C:20]2[C:16](=[CH:15][CH:14]=[C:13]([NH:12][C:10](=[O:11])[CH2:9][CH2:8][O:7][C:4]([CH3:5])([CH3:3])[CH3:6])[CH:21]=2)[CH:17]=[C:18]1[C:29]([OH:31])=[O:30])=[O:23])([CH3:26])[CH3:27]. The yield is 1.08.